Dataset: Reaction yield outcomes from USPTO patents with 853,638 reactions. Task: Predict the reaction yield, written as a fraction of the theoretical maximum amount of product (1.0 means a 100% yield; for example, 0.34 means a 34% yield). (1) The reactants are O[Li].O.[Br:4][C:5]1[CH:6]=[CH:7][C:8]2[N:9]([CH2:19][CH:20]3[O:24]C(=O)[N:22]([C:26]4[CH:31]=[CH:30][CH:29]=[CH:28][N:27]=4)[CH2:21]3)[C:10]3[C:15]([C:16]=2[CH:17]=1)=[CH:14][C:13]([Br:18])=[CH:12][CH:11]=3. The catalyst is C1COCC1.O. The product is [Br:18][C:13]1[CH:12]=[CH:11][C:10]2[N:9]([CH2:19][CH:20]([OH:24])[CH2:21][NH:22][C:26]3[CH:31]=[CH:30][CH:29]=[CH:28][N:27]=3)[C:8]3[C:16]([C:15]=2[CH:14]=1)=[CH:17][C:5]([Br:4])=[CH:6][CH:7]=3. The yield is 0.410. (2) The catalyst is CS(C)=O. The reactants are [F-:1].[K+].[N+:3]([C:6]1[CH:7]=[C:8]([CH:23]=[CH:24][C:25]=1[N+]([O-])=O)[C:9]([NH:11][CH2:12][C:13]([O:15][CH2:16][C:17]1[CH:22]=[CH:21][CH:20]=[CH:19][CH:18]=1)=[O:14])=[O:10])([O-:5])=[O:4].C1OCCOCCOCCOCCOCCOC1. The yield is 0.550. The product is [F:1][C:25]1[CH:24]=[CH:23][C:8]([C:9]([NH:11][CH2:12][C:13]([O:15][CH2:16][C:17]2[CH:22]=[CH:21][CH:20]=[CH:19][CH:18]=2)=[O:14])=[O:10])=[CH:7][C:6]=1[N+:3]([O-:5])=[O:4]. (3) The reactants are [F:1][C:2]1[CH:11]=[C:10]2[C:5]([CH2:6][CH2:7][C:8](=[O:12])[NH:9]2)=[CH:4][CH:3]=1.[H-].[Na+].Br[CH2:16][CH2:17][CH2:18]Cl.[CH2:20]([CH:24]1[CH2:29][CH2:28][NH:27][CH2:26][CH2:25]1)[CH2:21][CH2:22][CH3:23].C([O-])([O-])=O.[K+].[K+]. The catalyst is CN(C=O)C. The product is [CH2:20]([CH:24]1[CH2:29][CH2:28][N:27]([CH2:16][CH2:17][CH2:18][N:9]2[C:10]3[C:5](=[CH:4][CH:3]=[C:2]([F:1])[CH:11]=3)[CH2:6][CH2:7][C:8]2=[O:12])[CH2:26][CH2:25]1)[CH2:21][CH2:22][CH3:23]. The yield is 0.370. (4) The reactants are [CH2:1]([O:3][CH2:4][C:5]([C:8]1[C:32]([F:33])=[CH:31][C:11]([N:12](CC2C=CC(OC)=CC=2)CC2C=CC(OC)=CC=2)=[CH:10][C:9]=1[F:34])([CH3:7])[CH3:6])[CH3:2].Cl. The product is [CH2:1]([O:3][CH2:4][C:5]([C:8]1[C:9]([F:34])=[CH:10][C:11]([NH2:12])=[CH:31][C:32]=1[F:33])([CH3:7])[CH3:6])[CH3:2]. The yield is 0.930. The catalyst is CO.[C].[Pd].